From a dataset of Full USPTO retrosynthesis dataset with 1.9M reactions from patents (1976-2016). Predict the reactants needed to synthesize the given product. (1) Given the product [Cl:1][C:2]1[CH:3]=[CH:4][C:5]([C:11]([F:12])([F:13])[F:14])=[C:6]([CH2:7][OH:8])[CH:10]=1, predict the reactants needed to synthesize it. The reactants are: [Cl:1][C:2]1[CH:3]=[CH:4][C:5]([C:11]([F:14])([F:13])[F:12])=[C:6]([CH:10]=1)[C:7](O)=[O:8].O.C(=O)([O-])[O-].[K+].[K+]. (2) Given the product [F:22][C:23]1[CH:24]=[CH:25][C:26]([CH2:29][O:30][C:31]2[CH:36]=[CH:35][N:34]([C:2]3[CH:7]=[CH:6][C:5]4[C:8]5[CH2:9][N:10]([C:15]([O:17][C:18]([CH3:21])([CH3:20])[CH3:19])=[O:16])[CH2:11][CH2:12][C:13]=5[O:14][C:4]=4[CH:3]=3)[C:33](=[O:37])[CH:32]=2)=[N:27][CH:28]=1, predict the reactants needed to synthesize it. The reactants are: Br[C:2]1[CH:7]=[CH:6][C:5]2[C:8]3[CH2:9][N:10]([C:15]([O:17][C:18]([CH3:21])([CH3:20])[CH3:19])=[O:16])[CH2:11][CH2:12][C:13]=3[O:14][C:4]=2[CH:3]=1.[F:22][C:23]1[CH:24]=[CH:25][C:26]([CH2:29][O:30][C:31]2[CH:36]=[CH:35][NH:34][C:33](=[O:37])[CH:32]=2)=[N:27][CH:28]=1.C([O-])([O-])=O.[Cs+].[Cs+].CN[C@H]1CCCC[C@@H]1NC.[Cl-].[Na+].O.[NH4+].[OH-]. (3) Given the product [F:22][C:19]1[CH:20]=[CH:21][C:16]([CH2:15][O:14][C:11]2[CH:12]=[CH:13][C:8]([NH:7][C:5](=[O:6])[CH2:4][C:3]([NH2:25])=[O:2])=[CH:9][CH:10]=2)=[CH:17][CH:18]=1, predict the reactants needed to synthesize it. The reactants are: C[O:2][C:3](=O)[CH2:4][C:5]([NH:7][C:8]1[CH:13]=[CH:12][C:11]([O:14][CH2:15][C:16]2[CH:21]=[CH:20][C:19]([F:22])=[CH:18][CH:17]=2)=[CH:10][CH:9]=1)=[O:6].[OH-].[NH4+:25]. (4) Given the product [Cl:1][C:2]1[CH:9]=[CH:8][C:5]([CH2:6][NH:16][CH2:15][C:14]2[CH:17]=[CH:18][C:11]([OH:10])=[CH:12][CH:13]=2)=[CH:4][CH:3]=1, predict the reactants needed to synthesize it. The reactants are: [Cl:1][C:2]1[CH:9]=[CH:8][C:5]([CH:6]=O)=[CH:4][CH:3]=1.[OH:10][C:11]1[CH:18]=[CH:17][C:14]([CH2:15][NH2:16])=[CH:13][CH:12]=1.[BH4-].[Na+].CCOC(C)=O. (5) Given the product [Cl:1][C:2]1[CH:3]=[C:4]([C:11]([O:13][CH3:14])=[O:12])[C:5]2[CH:6]=[N:7][N:8]([CH:18]([CH3:20])[CH3:19])[C:9]=2[CH:10]=1, predict the reactants needed to synthesize it. The reactants are: [Cl:1][C:2]1[CH:3]=[C:4]([C:11]([O:13][CH3:14])=[O:12])[C:5]2[CH:6]=[N:7][NH:8][C:9]=2[CH:10]=1.[H-].[Na+].I[CH:18]([CH3:20])[CH3:19].C(=O)([O-])[O-].[Na+].[Na+].CI.